This data is from Catalyst prediction with 721,799 reactions and 888 catalyst types from USPTO. The task is: Predict which catalyst facilitates the given reaction. (1) Reactant: [C:1]([C:5]1[CH:6]=[C:7]([CH:11]=[C:12]([C:14]([O:16][CH3:17])=[O:15])[CH:13]=1)[C:8](O)=[O:9])([CH3:4])([CH3:3])[CH3:2].S(Cl)([Cl:20])=O. Product: [C:1]([C:5]1[CH:13]=[C:12]([CH:11]=[C:7]([C:8]([Cl:20])=[O:9])[CH:6]=1)[C:14]([O:16][CH3:17])=[O:15])([CH3:4])([CH3:3])[CH3:2]. The catalyst class is: 575. (2) Reactant: [C:1]([O:5][C:6]([N:8]1[C:16]2[C:11](=[CH:12][CH:13]=[CH:14][CH:15]=2)[CH:10]=[C:9]1[C:17]1[C:18](=[O:39])[N:19]([CH2:31][O:32][CH2:33][CH2:34][Si:35]([CH3:38])([CH3:37])[CH3:36])[CH:20]=[C:21]([C:23](=[O:30])[NH:24][C:25]2[CH:26]=[N:27][NH:28][CH:29]=2)[CH:22]=1)=[O:7])([CH3:4])([CH3:3])[CH3:2].C([O-])([O-])=O.[Cs+].[Cs+].[CH3:46][C:47]1[CH:54]=[CH:53][CH:52]=[CH:51][C:48]=1[CH2:49]Br. Product: [C:1]([O:5][C:6]([N:8]1[C:16]2[C:11](=[CH:12][CH:13]=[CH:14][CH:15]=2)[CH:10]=[C:9]1[C:17]1[C:18](=[O:39])[N:19]([CH2:31][O:32][CH2:33][CH2:34][Si:35]([CH3:36])([CH3:37])[CH3:38])[CH:20]=[C:21]([C:23](=[O:30])[NH:24][C:25]2[CH:29]=[N:28][N:27]([CH2:46][C:47]3[CH:54]=[CH:53][CH:52]=[CH:51][C:48]=3[CH3:49])[CH:26]=2)[CH:22]=1)=[O:7])([CH3:4])([CH3:3])[CH3:2]. The catalyst class is: 9. (3) Reactant: [CH2:1]([C:3]1[CH:11]=[CH:10][C:9]2[NH:8][C:7]3[CH2:12][CH2:13][N:14]([CH3:16])[CH2:15][C:6]=3[C:5]=2[CH:4]=1)[CH3:2].[OH-].[K+].[CH3:19][C:20]1[N:25]=[CH:24][C:23]([CH:26]=[CH2:27])=[CH:22][N:21]=1. Product: [CH2:1]([C:3]1[CH:11]=[CH:10][C:9]2[N:8]([CH2:27][CH2:26][C:23]3[CH:22]=[N:21][C:20]([CH3:19])=[N:25][CH:24]=3)[C:7]3[CH2:12][CH2:13][N:14]([CH3:16])[CH2:15][C:6]=3[C:5]=2[CH:4]=1)[CH3:2]. The catalyst class is: 264. (4) Reactant: C(NC(C)C)(C)C.[Li]CCCC.[Br:13][C:14]1[CH:19]=[CH:18][CH:17]=[C:16]([Br:20])[CH:15]=1.CN([CH:24]=[O:25])C.OS(O)(=O)=O. Product: [Br:13][C:14]1[CH:19]=[CH:18][CH:17]=[C:16]([Br:20])[C:15]=1[CH:24]=[O:25]. The catalyst class is: 1. (5) Product: [CH3:35][C:34]1([CH3:38])[CH2:36][O:37][CH:14]([CH:15]([CH3:16])[CH2:2][C:3]([C:5]2[CH:10]=[CH:9][C:8]([O:11][CH2:12][CH3:13])=[CH:7][CH:6]=2)=[O:4])[O:32][CH2:33]1. Reactant: Br[CH2:2][C:3]([C:5]1[CH:10]=[CH:9][C:8]([O:11][CH2:12][CH3:13])=[CH:7][CH:6]=1)=[O:4].[CH3:14][CH:15](C)[CH2:16]N(C=CC)CC(C)C.CC(N(C)C)=O.[OH:32][CH2:33][C:34]([CH3:38])([CH2:36][OH:37])[CH3:35]. The catalyst class is: 6. (6) Reactant: [O:1]1[CH2:6][CH2:5][N:4]([CH2:7][CH2:8][CH2:9][OH:10])[CH2:3][CH2:2]1.[H-].[Na+].F[C:14]1[CH:21]=[CH:20][C:19]([N+:22]([O-:24])=[O:23])=[CH:18][C:15]=1[C:16]#[N:17]. Product: [O:1]1[CH2:6][CH2:5][N:4]([CH2:7][CH2:8][CH2:9][O:10][C:14]2[CH:21]=[CH:20][C:19]([N+:22]([O-:24])=[O:23])=[CH:18][C:15]=2[C:16]#[N:17])[CH2:3][CH2:2]1. The catalyst class is: 37. (7) Reactant: [Cl:1][C:2]1[CH:3]=[CH:4][C:5]2[N:29]3[C:30]([CH:33]=[O:34])=[CH:31][CH:32]=[C:28]3[C:8]3([CH2:13][CH2:12][N:11]([C:14](=[O:27])[C:15]4[CH:20]=[CH:19][C:18]([C:21]([F:24])([F:23])[F:22])=[C:17]([O:25][CH3:26])[CH:16]=4)[CH2:10][CH2:9]3)[O:7][C:6]=2[CH:35]=1.[BH4-].[Na+]. Product: [Cl:1][C:2]1[CH:3]=[CH:4][C:5]2[N:29]3[C:30]([CH2:33][OH:34])=[CH:31][CH:32]=[C:28]3[C:8]3([CH2:13][CH2:12][N:11]([C:14]([C:15]4[CH:20]=[CH:19][C:18]([C:21]([F:22])([F:24])[F:23])=[C:17]([O:25][CH3:26])[CH:16]=4)=[O:27])[CH2:10][CH2:9]3)[O:7][C:6]=2[CH:35]=1. The catalyst class is: 1.